From a dataset of Choline transporter screen with 302,306 compounds. Binary Classification. Given a drug SMILES string, predict its activity (active/inactive) in a high-throughput screening assay against a specified biological target. (1) The compound is Fc1ccc(CNC(=O)CC(C)(C)C)cc1. The result is 0 (inactive). (2) The molecule is S(CCC(=O)Nc1c(n(n(c1=O)c1ccccc1)C)C)c1ccc(cc1)C. The result is 0 (inactive). (3) The drug is Fc1cc(NC(=O)CC(NC(=O)c2ccccc2)c2ccccc2)ccc1F. The result is 0 (inactive).